From a dataset of Full USPTO retrosynthesis dataset with 1.9M reactions from patents (1976-2016). Predict the reactants needed to synthesize the given product. (1) Given the product [CH2:13]([N:20]1[C:28]2[C:27](=[O:29])[N:26]([CH3:30])[C:25](=[O:31])[N:24]([CH3:32])[C:23]=2[N:22]=[C:21]1[N:11]1[CH2:10][CH2:9][CH2:8][NH:7][CH:6]([CH2:5][OH:4])[CH2:12]1)[C:14]1[CH:19]=[CH:18][CH:17]=[CH:16][CH:15]=1, predict the reactants needed to synthesize it. The reactants are: C([O:4][CH2:5][CH:6]1[CH2:12][NH:11][CH2:10][CH2:9][CH2:8][NH:7]1)(=O)C.[CH2:13]([N:20]1[C:28]2[C:27](=[O:29])[N:26]([CH3:30])[C:25](=[O:31])[N:24]([CH3:32])[C:23]=2[N:22]=[C:21]1Cl)[C:14]1[CH:19]=[CH:18][CH:17]=[CH:16][CH:15]=1. (2) Given the product [CH3:19][C:20]1[CH:25]=[CH:24][C:23]([O:26][C:12]2[C:11]3[C:16]4=[C:7]([C:5]5[C:4]([C:15]4=[CH:14][CH:13]=2)=[C:3]([C:17]#[N:18])[C:2](=[O:1])[N:6]=5)[CH:8]=[CH:9][CH:10]=3)=[CH:22][CH:21]=1, predict the reactants needed to synthesize it. The reactants are: [O:1]=[C:2]1[N:6]=[C:5]2[C:7]3[CH:8]=[CH:9][CH:10]=[C:11]4[C:16]=3[C:15]([C:4]2=[C:3]1[C:17]#[N:18])=[CH:14][CH:13]=[CH:12]4.[CH3:19][C:20]1[CH:25]=[CH:24][C:23]([OH:26])=[CH:22][CH:21]=1. (3) Given the product [C:1]12([CH2:11][NH:12][C:13](=[O:22])[C:14]3[CH:19]=[C:18]([CH2:25][CH2:24][CH:23]=[O:26])[CH:17]=[N:16][C:15]=3[Cl:21])[CH2:10][CH:5]3[CH2:6][CH:7]([CH2:9][CH:3]([CH2:4]3)[CH2:2]1)[CH2:8]2, predict the reactants needed to synthesize it. The reactants are: [C:1]12([CH2:11][NH:12][C:13](=[O:22])[C:14]3[CH:19]=[C:18](I)[CH:17]=[N:16][C:15]=3[Cl:21])[CH2:10][CH:5]3[CH2:6][CH:7]([CH2:9][CH:3]([CH2:4]3)[CH2:2]1)[CH2:8]2.[CH2:23]([OH:26])[CH:24]=[CH2:25].C(=O)(O)[O-].[Na+].O. (4) The reactants are: [CH3:1][C:2]1([CH3:9])[CH2:7][CH2:6][CH2:5][C:4](=[O:8])[CH2:3]1.[BH4-].[Na+]. Given the product [CH3:1][C:2]1([CH3:9])[CH2:7][CH2:6][CH2:5][CH:4]([OH:8])[CH2:3]1, predict the reactants needed to synthesize it. (5) Given the product [F:1][C:2]1[CH:7]=[C:6]([I:8])[CH:5]=[CH:4][C:3]=1[NH:9][C:10]1[N:11]([CH3:43])[C:12](=[O:42])[CH:13]=[C:14]([O:28][C:29]2[CH:34]=[CH:33][CH:32]=[C:31]([O:35][C@H:36]3[CH2:40][CH2:39][O:38][CH2:37]3)[C:30]=2[CH3:41])[C:15]=1[C:16]([NH2:18])=[O:17], predict the reactants needed to synthesize it. The reactants are: [F:1][C:2]1[CH:7]=[C:6]([I:8])[CH:5]=[CH:4][C:3]=1[NH:9][C:10]1[N:11]([CH3:43])[C:12](=[O:42])[CH:13]=[C:14]([O:28][C:29]2[CH:34]=[CH:33][CH:32]=[C:31]([O:35][C@H:36]3[CH2:40][CH2:39][O:38][CH2:37]3)[C:30]=2[CH3:41])[C:15]=1[C:16]([NH:18]CC1C=CC(OC)=CC=1)=[O:17].[Al+3].[Cl-].[Cl-].[Cl-]. (6) Given the product [Br:8][C:6]1[CH:5]=[C:4]([C:9]2[N:13]([C:14]3[CH:15]=[CH:16][CH:17]=[CH:18][CH:19]=3)[C:12]3[CH:20]=[CH:21][CH:22]=[CH:23][C:11]=3[N:10]=2)[CH:3]=[C:2]([C:26]2[CH:25]=[N:24][CH:29]=[CH:28][CH:27]=2)[CH:7]=1, predict the reactants needed to synthesize it. The reactants are: Br[C:2]1[CH:3]=[C:4]([C:9]2[N:13]([C:14]3[CH:19]=[CH:18][CH:17]=[CH:16][CH:15]=3)[C:12]3[CH:20]=[CH:21][CH:22]=[CH:23][C:11]=3[N:10]=2)[CH:5]=[C:6]([Br:8])[CH:7]=1.[N:24]1[CH:29]=[CH:28][CH:27]=[C:26](B(O)O)[CH:25]=1.C(=O)([O-])[O-].[K+].[K+]. (7) Given the product [C:11]([CH2:13][C:14]1[CH:29]=[CH:28][C:17]([C:18]([NH:20][CH:21]2[CH2:26][CH2:25][CH2:24][CH2:23][C:22]2=[O:27])=[O:19])=[CH:16][C:15]=1[O:30][CH3:31])#[N:12], predict the reactants needed to synthesize it. The reactants are: C(Cl)(=O)C(Cl)=O.CS(C)=O.[C:11]([CH2:13][C:14]1[CH:29]=[CH:28][C:17]([C:18]([NH:20][CH:21]2[CH2:26][CH2:25][CH2:24][CH2:23][C@H:22]2[OH:27])=[O:19])=[CH:16][C:15]=1[O:30][CH3:31])#[N:12].